The task is: Predict the reactants needed to synthesize the given product.. This data is from Full USPTO retrosynthesis dataset with 1.9M reactions from patents (1976-2016). Given the product [NH2:1][C:2]1[N:3]=[C:4]([Cl:19])[C:5]([C:14]#[N:15])=[C:6]([C:8]2[CH:13]=[CH:12][CH:11]=[CH:10][CH:9]=2)[N:7]=1, predict the reactants needed to synthesize it. The reactants are: [NH2:1][C:2]1[NH:3][C:4](=O)[C:5]([C:14]#[N:15])=[C:6]([C:8]2[CH:13]=[CH:12][CH:11]=[CH:10][CH:9]=2)[N:7]=1.P(Cl)(Cl)([Cl:19])=O.